Dataset: NCI-60 drug combinations with 297,098 pairs across 59 cell lines. Task: Regression. Given two drug SMILES strings and cell line genomic features, predict the synergy score measuring deviation from expected non-interaction effect. (1) Drug 1: C1=CC=C(C(=C1)C(C2=CC=C(C=C2)Cl)C(Cl)Cl)Cl. Drug 2: C(CCl)NC(=O)N(CCCl)N=O. Cell line: SK-MEL-5. Synergy scores: CSS=6.33, Synergy_ZIP=-2.68, Synergy_Bliss=1.77, Synergy_Loewe=-1.93, Synergy_HSA=2.16. (2) Drug 1: COC1=CC(=CC(=C1O)OC)C2C3C(COC3=O)C(C4=CC5=C(C=C24)OCO5)OC6C(C(C7C(O6)COC(O7)C8=CC=CS8)O)O. Drug 2: C1=NC(=NC(=O)N1C2C(C(C(O2)CO)O)O)N. Cell line: MDA-MB-231. Synergy scores: CSS=36.2, Synergy_ZIP=1.53, Synergy_Bliss=4.84, Synergy_Loewe=-1.52, Synergy_HSA=4.91. (3) Synergy scores: CSS=25.4, Synergy_ZIP=-7.28, Synergy_Bliss=-1.05, Synergy_Loewe=0.881, Synergy_HSA=2.05. Drug 1: C1CCC(C(C1)N)N.C(=O)(C(=O)[O-])[O-].[Pt+4]. Drug 2: CCC1(C2=C(COC1=O)C(=O)N3CC4=CC5=C(C=CC(=C5CN(C)C)O)N=C4C3=C2)O.Cl. Cell line: TK-10. (4) Drug 2: CC12CCC3C(C1CCC2=O)CC(=C)C4=CC(=O)C=CC34C. Drug 1: C1CN1C2=NC(=NC(=N2)N3CC3)N4CC4. Cell line: NCI/ADR-RES. Synergy scores: CSS=29.6, Synergy_ZIP=-7.23, Synergy_Bliss=2.32, Synergy_Loewe=1.39, Synergy_HSA=0.992. (5) Drug 1: C1=NC2=C(N1)C(=S)N=CN2. Drug 2: CC1CCC2CC(C(=CC=CC=CC(CC(C(=O)C(C(C(=CC(C(=O)CC(OC(=O)C3CCCCN3C(=O)C(=O)C1(O2)O)C(C)CC4CCC(C(C4)OC)O)C)C)O)OC)C)C)C)OC. Cell line: NCI-H322M. Synergy scores: CSS=3.77, Synergy_ZIP=-0.692, Synergy_Bliss=4.65, Synergy_Loewe=1.89, Synergy_HSA=1.22. (6) Drug 1: CC1=C(C=C(C=C1)NC2=NC=CC(=N2)N(C)C3=CC4=NN(C(=C4C=C3)C)C)S(=O)(=O)N.Cl. Drug 2: C1=NC2=C(N1)C(=S)N=C(N2)N. Cell line: HS 578T. Synergy scores: CSS=42.0, Synergy_ZIP=5.51, Synergy_Bliss=6.57, Synergy_Loewe=-15.7, Synergy_HSA=4.30. (7) Drug 1: CCC1=CC2CC(C3=C(CN(C2)C1)C4=CC=CC=C4N3)(C5=C(C=C6C(=C5)C78CCN9C7C(C=CC9)(C(C(C8N6C)(C(=O)OC)O)OC(=O)C)CC)OC)C(=O)OC.C(C(C(=O)O)O)(C(=O)O)O. Drug 2: CC1C(C(CC(O1)OC2CC(CC3=C2C(=C4C(=C3O)C(=O)C5=C(C4=O)C(=CC=C5)OC)O)(C(=O)CO)O)N)O.Cl. Cell line: SNB-19. Synergy scores: CSS=42.1, Synergy_ZIP=-0.236, Synergy_Bliss=-3.32, Synergy_Loewe=-7.70, Synergy_HSA=-1.27.